Dataset: NCI-60 drug combinations with 297,098 pairs across 59 cell lines. Task: Regression. Given two drug SMILES strings and cell line genomic features, predict the synergy score measuring deviation from expected non-interaction effect. (1) Drug 1: CC12CCC3C(C1CCC2=O)CC(=C)C4=CC(=O)C=CC34C. Drug 2: C1=CN(C=N1)CC(O)(P(=O)(O)O)P(=O)(O)O. Cell line: MDA-MB-231. Synergy scores: CSS=-2.23, Synergy_ZIP=-12.2, Synergy_Bliss=-29.0, Synergy_Loewe=-28.7, Synergy_HSA=-28.5. (2) Drug 1: CS(=O)(=O)C1=CC(=C(C=C1)C(=O)NC2=CC(=C(C=C2)Cl)C3=CC=CC=N3)Cl. Drug 2: CC(C1=C(C=CC(=C1Cl)F)Cl)OC2=C(N=CC(=C2)C3=CN(N=C3)C4CCNCC4)N. Cell line: SR. Synergy scores: CSS=55.1, Synergy_ZIP=-0.379, Synergy_Bliss=-2.35, Synergy_Loewe=-31.5, Synergy_HSA=-1.90. (3) Drug 1: CCN(CC)CCNC(=O)C1=C(NC(=C1C)C=C2C3=C(C=CC(=C3)F)NC2=O)C. Drug 2: C1CN(P(=O)(OC1)NCCCl)CCCl. Cell line: PC-3. Synergy scores: CSS=-0.0180, Synergy_ZIP=0.911, Synergy_Bliss=-5.50, Synergy_Loewe=-4.21, Synergy_HSA=-9.97. (4) Drug 1: CC12CCC(CC1=CCC3C2CCC4(C3CC=C4C5=CN=CC=C5)C)O. Drug 2: CC(C1=C(C=CC(=C1Cl)F)Cl)OC2=C(N=CC(=C2)C3=CN(N=C3)C4CCNCC4)N. Cell line: RPMI-8226. Synergy scores: CSS=45.7, Synergy_ZIP=7.86, Synergy_Bliss=9.51, Synergy_Loewe=1.36, Synergy_HSA=4.01.